The task is: Predict which catalyst facilitates the given reaction.. This data is from Catalyst prediction with 721,799 reactions and 888 catalyst types from USPTO. (1) Reactant: [CH:1]1([CH:4]([NH:7][C:8]([CH:10]2[CH2:15][C:14]([CH3:29])([S:16]([C:19]3[CH:24]=[CH:23][CH:22]=[C:21]([C:25]([F:28])([F:27])[F:26])[CH:20]=3)(=[O:18])=[O:17])[CH2:13][CH2:12][O:11]2)=O)[CH:5]=[O:6])[CH2:3][CH2:2]1.O=P(Cl)(Cl)Cl. Product: [CH:1]1([C:4]2[N:7]=[C:8]([CH:10]3[CH2:15][C:14]([CH3:29])([S:16]([C:19]4[CH:24]=[CH:23][CH:22]=[C:21]([C:25]([F:28])([F:27])[F:26])[CH:20]=4)(=[O:18])=[O:17])[CH2:13][CH2:12][O:11]3)[O:6][CH:5]=2)[CH2:3][CH2:2]1. The catalyst class is: 11. (2) Reactant: [CH2:1]([O:3][C:4]1[C:17]([F:18])=[C:16]2[C:7]([C:8]3[CH:9]=[CH:10][C:11]([OH:24])=[C:12]([F:23])[C:13]=3[C:14]([F:22])([F:21])[C:15]2([F:20])[F:19])=[CH:6][CH:5]=1)[CH3:2].C(=O)([O-])[O-].[K+].[K+].Br[C:32]1([C:41](Br)([F:43])[F:42])[CH2:37][CH2:36][CH:35]([CH2:38][CH2:39][CH3:40])[CH2:34][CH2:33]1. Product: [F:42][C:41]([F:43])([C:32]1[CH2:37][CH2:36][CH:35]([CH2:38][CH2:39][CH3:40])[CH2:34][CH:33]=1)[O:24][C:11]1[CH:10]=[CH:9][C:8]2[C:7]3[C:16](=[C:17]([F:18])[C:4]([O:3][CH2:1][CH3:2])=[CH:5][CH:6]=3)[C:15]([F:19])([F:20])[C:14]([F:21])([F:22])[C:13]=2[C:12]=1[F:23]. The catalyst class is: 3. (3) Reactant: [Br:1][C:2]1[CH:7]=[C:6]([C:8]([NH:19]S(C2C=CC=CC=2[N+]([O-])=O)(=O)=O)([CH3:18])[CH2:9][O:10][C:11]([C:16]#[N:17])([CH2:14][F:15])[CH2:12][F:13])[C:5]([F:32])=[CH:4][N:3]=1.C(N[C@H](C(O)=O)CS)(=O)C.C([O-])([O-])=O.[K+].[K+]. Product: [Br:1][C:2]1[CH:7]=[C:6]([C:8]2([CH3:18])[CH2:9][O:10][C:11]([CH2:14][F:15])([CH2:12][F:13])[C:16]([NH2:17])=[N:19]2)[C:5]([F:32])=[CH:4][N:3]=1. The catalyst class is: 14. (4) Reactant: [H-].[Na+].[Cl:3][C:4]1[N:9]=[CH:8][N:7]=[C:6]([NH:10][CH2:11][C:12]([F:15])([F:14])[F:13])[CH:5]=1.I[CH3:17].[Cl-].[NH4+]. Product: [Cl:3][C:4]1[N:9]=[CH:8][N:7]=[C:6]([N:10]([CH3:17])[CH2:11][C:12]([F:15])([F:14])[F:13])[CH:5]=1. The catalyst class is: 9. (5) Reactant: [CH3:1][O:2][C:3](=[O:21])[C:4]1[C:9]([F:10])=[CH:8][CH:7]=[C:6]([N+:11]([O-])=O)[C:5]=1[NH:14][C:15]1[CH:20]=[CH:19][CH:18]=[CH:17][CH:16]=1.[NH4+].[Cl-]. Product: [CH3:1][O:2][C:3](=[O:21])[C:4]1[C:9]([F:10])=[CH:8][CH:7]=[C:6]([NH2:11])[C:5]=1[NH:14][C:15]1[CH:16]=[CH:17][CH:18]=[CH:19][CH:20]=1. The catalyst class is: 406. (6) Reactant: [CH2:1]([O:8][C:9]([N:11]1[CH2:16][CH2:15][C:14]([C:20]([O:22][CH3:23])=[O:21])([C:17](O)=[O:18])[CH2:13][CH2:12]1)=[O:10])[C:2]1[CH:7]=[CH:6][CH:5]=[CH:4][CH:3]=1.[CH3:24][O:25][C:26]1[CH:31]=[CH:30][C:29]([C:32](=[O:43])[CH:33]([C:35]2[CH:40]=[CH:39][C:38]([O:41][CH3:42])=[CH:37][CH:36]=2)Br)=[CH:28][CH:27]=1.C(=O)([O-])[O-:45].[Cs+].[Cs+].O. Product: [CH3:24][O:25][C:26]1[CH:31]=[CH:30][C:29]([CH:32]([O:43][C:17]([C:14]2([C:20]([O:22][CH3:23])=[O:21])[CH2:13][CH2:12][N:11]([C:9]([O:8][CH2:1][C:2]3[CH:7]=[CH:6][CH:5]=[CH:4][CH:3]=3)=[O:10])[CH2:16][CH2:15]2)=[O:18])[C:33]([C:35]2[CH:40]=[CH:39][C:38]([O:41][CH3:42])=[CH:37][CH:36]=2)=[O:45])=[CH:28][CH:27]=1. The catalyst class is: 9.